The task is: Regression. Given a peptide amino acid sequence and an MHC pseudo amino acid sequence, predict their binding affinity value. This is MHC class II binding data.. This data is from Peptide-MHC class II binding affinity with 134,281 pairs from IEDB. (1) The peptide sequence is HPQDGDALTLRTATN. The MHC is DRB1_1101 with pseudo-sequence DRB1_1101. The binding affinity (normalized) is 0.273. (2) The peptide sequence is YFKFLANVSTVLTGK. The MHC is DRB1_0701 with pseudo-sequence DRB1_0701. The binding affinity (normalized) is 0.666. (3) The peptide sequence is KTDCTKEVEEAWASA. The MHC is HLA-DPA10201-DPB10101 with pseudo-sequence HLA-DPA10201-DPB10101. The binding affinity (normalized) is 0.158.